Dataset: Forward reaction prediction with 1.9M reactions from USPTO patents (1976-2016). Task: Predict the product of the given reaction. (1) The product is: [C:1]([C:3]1[CH:4]=[C:5]([S:10]([N:13]([CH2:30][O:31][CH3:32])[C:14]2[N:15]=[N:16][CH:17]=[CH:18][CH:19]=2)(=[O:11])=[O:12])[CH:6]=[CH:7][C:8]=1[F:9])#[N:2]. Given the reactants [C:1]([C:3]1[CH:4]=[C:5]([S:10]([NH:13][C:14]2[N:15]=[N:16][CH:17]=[CH:18][CH:19]=2)(=[O:12])=[O:11])[CH:6]=[CH:7][C:8]=1[F:9])#[N:2].CCN(C(C)C)C(C)C.Cl[CH2:30][O:31][CH3:32], predict the reaction product. (2) Given the reactants [OH-].[K+].[Cl:3][C:4]1[CH:5]=[CH:6][C:7]2[N:8]([N:10]=[C:11]([N:24]3[CH2:29][CH2:28][O:27][CH2:26][CH2:25]3)[C:12]=2[CH2:13][C:14]2[N:19]=[C:18]([C:20]([O:22]C)=[O:21])[CH:17]=[CH:16][CH:15]=2)[CH:9]=1.Cl, predict the reaction product. The product is: [Cl:3][C:4]1[CH:5]=[CH:6][C:7]2[N:8]([N:10]=[C:11]([N:24]3[CH2:29][CH2:28][O:27][CH2:26][CH2:25]3)[C:12]=2[CH2:13][C:14]2[N:19]=[C:18]([C:20]([OH:22])=[O:21])[CH:17]=[CH:16][CH:15]=2)[CH:9]=1. (3) Given the reactants [CH3:1][N:2]1[CH2:7][CH2:6][C:5](=O)[CH2:4][CH2:3]1.[Cl:9][C:10]1[CH:17]=[CH:16][C:13]([CH2:14][NH2:15])=[CH:12][CH:11]=1.C(O)(=O)C.[BH3-]C#N.[Na+], predict the reaction product. The product is: [Cl:9][C:10]1[CH:17]=[CH:16][C:13]([CH2:14][NH:15][CH:5]2[CH2:6][CH2:7][N:2]([CH3:1])[CH2:3][CH2:4]2)=[CH:12][CH:11]=1. (4) Given the reactants [H-].[Na+].[CH3:3][CH:4]([C:9]([O:11][CH3:12])=[O:10])[C:5]([O:7][CH3:8])=[O:6].C1C=CC(S(N(S(C2C=CC=CC=2)(=O)=O)[F:23])(=O)=O)=CC=1, predict the reaction product. The product is: [F:23][C:4]([CH3:3])([C:9]([O:11][CH3:12])=[O:10])[C:5]([O:7][CH3:8])=[O:6]. (5) Given the reactants C([O:8][C:9]1[CH:38]=[CH:37][C:36]([C:39]2[CH:44]=[CH:43][N:42]=[CH:41][CH:40]=2)=[CH:35][C:10]=1[C:11]([NH:13][C:14]1[CH:26]=[C:25]([C:27]2[CH:32]=[CH:31][CH:30]=[CH:29][C:28]=2[O:33][CH3:34])[CH:24]=[CH:23][C:15]=1[C:16]([O:18][C:19]([CH3:22])([CH3:21])[CH3:20])=[O:17])=[O:12])C1C=CC=CC=1, predict the reaction product. The product is: [OH:8][C:9]1[CH:38]=[CH:37][C:36]([C:39]2[CH:40]=[CH:41][N:42]=[CH:43][CH:44]=2)=[CH:35][C:10]=1[C:11]([NH:13][C:14]1[CH:26]=[C:25]([C:27]2[CH:32]=[CH:31][CH:30]=[CH:29][C:28]=2[O:33][CH3:34])[CH:24]=[CH:23][C:15]=1[C:16]([O:18][C:19]([CH3:21])([CH3:20])[CH3:22])=[O:17])=[O:12]. (6) The product is: [F:36][C:37]1[CH:44]=[CH:43][CH:42]=[CH:41][C:38]=1[CH2:39][NH:40][C:19]([C@H:16]1[CH2:15][CH2:14][C@@H:13]([CH2:12][C:4]2[NH:3][C:2](=[O:1])[C:11]3[C:6](=[CH:7][CH:8]=[CH:9][CH:10]=3)[N:5]=2)[CH2:18][CH2:17]1)=[O:20]. Given the reactants [O:1]=[C:2]1[C:11]2[C:6](=[CH:7][CH:8]=[CH:9][CH:10]=2)[N:5]=[C:4]([CH2:12][CH:13]2[CH2:18][CH2:17][CH:16]([C:19](O)=[O:20])[CH2:15][CH2:14]2)[NH:3]1.C(Cl)CCl.C1C=NC2N(O)N=NC=2C=1.[F:36][C:37]1[CH:44]=[CH:43][CH:42]=[CH:41][C:38]=1[CH2:39][NH2:40], predict the reaction product. (7) Given the reactants [S:1]1[C:5]2[CH:6]=[CH:7][CH:8]=[CH:9][C:4]=2[N:3]=[C:2]1[NH:10][C:11]1[C:16]([Cl:17])=[CH:15][C:14]([CH2:18][C:19]([O:21]C)=[O:20])=[C:13]([F:23])[CH:12]=1.[OH-].[Na+].O, predict the reaction product. The product is: [S:1]1[C:5]2[CH:6]=[CH:7][CH:8]=[CH:9][C:4]=2[N:3]=[C:2]1[NH:10][C:11]1[C:16]([Cl:17])=[CH:15][C:14]([CH2:18][C:19]([OH:21])=[O:20])=[C:13]([F:23])[CH:12]=1. (8) The product is: [NH2:8][C:9]1[CH:10]=[C:2]([Br:1])[CH:3]=[C:4]([F:13])[C:5]=1[C:6]([OH:12])=[O:14]. Given the reactants [Br:1][C:2]1[CH:10]=[C:9]2[C:5]([C:6](=[O:12])C(=O)[NH:8]2)=[C:4]([F:13])[CH:3]=1.[OH:14]O, predict the reaction product. (9) Given the reactants [CH3:1][C:2]1[C:3]([C:16]2[CH:21]=[CH:20][CH:19]=[CH:18][CH:17]=2)=[N:4][N:5]([C:7]2[N:15]=[CH:14][CH:13]=[CH:12][C:8]=2[C:9]([OH:11])=O)[CH:6]=1.[Cl-].[CH2:23]([O:25][C:26](=[O:38])[CH:27]([OH:37])[CH:28]([NH3+:36])[CH2:29][C:30]1[CH:35]=[CH:34][CH:33]=[CH:32][CH:31]=1)[CH3:24], predict the reaction product. The product is: [OH:37][CH:27]([CH:28]([NH:36][C:9](=[O:11])[C:8]1[CH:12]=[CH:13][CH:14]=[N:15][C:7]=1[N:5]1[CH:6]=[C:2]([CH3:1])[C:3]([C:16]2[CH:21]=[CH:20][CH:19]=[CH:18][CH:17]=2)=[N:4]1)[CH2:29][C:30]1[CH:31]=[CH:32][CH:33]=[CH:34][CH:35]=1)[C:26]([O:25][CH2:23][CH3:24])=[O:38]. (10) Given the reactants C1(C2[N:9]3C=CN=C(N)[C:8]3=[C:7]([C:15]3[N:23](COCC[Si](C)(C)C)[C:18]4=[N:19]C=CC=C4C=3)[N:6]=2)CCC1.C([O-])(O)=O.[Na+].O=C1CCC(=O)N1O[C:45]([C@H:47]1[CH2:52][CH2:51][C@H:50]([C:53]([O:55][CH3:56])=[O:54])[CH2:49][CH2:48]1)=[O:46].C1COCC1.CC#[N:64].[OH2:65], predict the reaction product. The product is: [NH2:64][C:18]1[NH:23][C:15](=[O:65])[C:7]([CH2:8][NH:9][C:45]([C@H:47]2[CH2:48][CH2:49][C@H:50]([C:53]([O:55][CH3:56])=[O:54])[CH2:51][CH2:52]2)=[O:46])=[N:6][N:19]=1.